Dataset: Forward reaction prediction with 1.9M reactions from USPTO patents (1976-2016). Task: Predict the product of the given reaction. (1) Given the reactants [CH2:1]=[C:2]([C@@H:4]1[CH2:9][CH2:8][C:7]([CH:10]=[O:11])=[CH:6][CH2:5]1)[CH3:3].[N+:12]([CH:14](S(C1C=CC(C)=CC=1)(=O)=O)[CH3:15])#[C-:13].C([O-])([O-])=O.[K+].[K+], predict the reaction product. The product is: [CH3:15][C:14]1[N:12]=[CH:13][O:11][C:10]=1[C:7]1[CH2:8][CH2:9][C@@H:4]([C:2]([CH3:3])=[CH2:1])[CH2:5][CH:6]=1. (2) The product is: [CH3:1][O:2][C:3]1[CH:8]=[CH:7][C:6](/[CH:9]=[CH:10]/[C:11]2[CH:12]=[C:13]([OH:29])[CH:14]=[C:15]([O:17][C@@H:18]3[O:23][C@H:22]([CH2:24][OH:25])[C@@H:21]([OH:26])[C@H:20]([OH:27])[C@H:19]3[OH:28])[CH:16]=2)=[CH:5][C:4]=1[OH:33]. Given the reactants [CH3:1][O:2][C:3]1[CH:8]=[CH:7][C:6](/[CH:9]=[CH:10]/[C:11]2[CH:16]=[C:15]([O:17][C@@H:18]3[O:23][C@H:22]([CH2:24][OH:25])[C@@H:21]([OH:26])[C@H:20]([OH:27])[C@H:19]3[OH:28])[CH:14]=[C:13]([OH:29])[CH:12]=2)=[CH:5][CH:4]=1.C1(C=CC2C=CC(OC)=C(O)C=2)C=C(O)C=C([OH:33])C=1.C1(C=CC2C=CC(OC)=C(O)C=2)C=C(O)C=CC=1, predict the reaction product. (3) Given the reactants [O:1](Cl)Cl.[Zr:4].[Ce:5].[La:6], predict the reaction product. The product is: [La:6].[Ce:5].[Zr:4].[O-2:1].[Zr+4:4].[O-2:1].[O-2:1].[Ce+3:5].[O-2:1].[O-2:1].[Ce+3:5].[O-2:1].[La+3:6].[O-2:1].[O-2:1].[La+3:6]. (4) Given the reactants I[C:2]1[CH:7]=[CH:6][C:5]([N+:8]([O-:10])=[O:9])=[CH:4][CH:3]=1.[CH2:11]([O:13][C:14](=[O:19])[C:15](Br)([F:17])[F:16])[CH3:12], predict the reaction product. The product is: [CH2:11]([O:13][C:14](=[O:19])[C:15]([F:17])([F:16])[C:2]1[CH:7]=[CH:6][C:5]([N+:8]([O-:10])=[O:9])=[CH:4][CH:3]=1)[CH3:12]. (5) Given the reactants [Cl:1][C:2]1[CH:7]=[C:6]([C:8]([NH:10][NH2:11])=[O:9])[CH:5]=[CH:4][C:3]=1[C:12]1[N:17]=[C:16]2[O:18][C:19]([CH3:30])([CH3:29])[CH2:20][CH:21]([NH:22][C:23](=[O:28])[C:24]([CH3:27])([CH3:26])[CH3:25])[C:15]2=[CH:14][C:13]=1[C:31]1[CH:36]=[CH:35][C:34]([Cl:37])=[CH:33][CH:32]=1.[C:38](Cl)(Cl)=[O:39], predict the reaction product. The product is: [Cl:1][C:2]1[CH:7]=[C:6]([C:8]2[O:9][C:38](=[O:39])[NH:11][N:10]=2)[CH:5]=[CH:4][C:3]=1[C:12]1[N:17]=[C:16]2[O:18][C:19]([CH3:29])([CH3:30])[CH2:20][CH:21]([NH:22][C:23](=[O:28])[C:24]([CH3:27])([CH3:25])[CH3:26])[C:15]2=[CH:14][C:13]=1[C:31]1[CH:32]=[CH:33][C:34]([Cl:37])=[CH:35][CH:36]=1. (6) Given the reactants [S:1]1[C:5]2[CH:6]=[C:7]([C:10]3([C:13]4[N:17]5[N:18]=[C:19]([C:22]6[CH:31]=[CH:30][C:25]([C:26]([O:28]C)=[O:27])=[CH:24][CH:23]=6)[CH:20]=[N:21][C:16]5=[N:15][N:14]=4)[CH2:12][CH2:11]3)[CH:8]=[CH:9][C:4]=2[N:3]=[CH:2]1.O.[OH-].[Li+].Cl, predict the reaction product. The product is: [S:1]1[C:5]2[CH:6]=[C:7]([C:10]3([C:13]4[N:17]5[N:18]=[C:19]([C:22]6[CH:31]=[CH:30][C:25]([C:26]([OH:28])=[O:27])=[CH:24][CH:23]=6)[CH:20]=[N:21][C:16]5=[N:15][N:14]=4)[CH2:11][CH2:12]3)[CH:8]=[CH:9][C:4]=2[N:3]=[CH:2]1. (7) Given the reactants [NH:1]1[CH2:6][CH2:5][NH:4][CH2:3][CH2:2]1.C1(P(C2C=CC=CC=2)C2C=CC3C(=CC=CC=3)C=2C2C3C(=CC=CC=3)C=CC=2P(C2C=CC=CC=2)C2C=CC=CC=2)C=CC=CC=1.[CH2:53]([O:60][C:61]1[CH:66]=[CH:65][C:64](Br)=[CH:63][CH:62]=1)[C:54]1[CH:59]=[CH:58][CH:57]=[CH:56][CH:55]=1, predict the reaction product. The product is: [CH2:53]([O:60][C:61]1[CH:66]=[CH:65][C:64]([N:1]2[CH2:6][CH2:5][NH:4][CH2:3][CH2:2]2)=[CH:63][CH:62]=1)[C:54]1[CH:59]=[CH:58][CH:57]=[CH:56][CH:55]=1. (8) Given the reactants [C:1]([O:5][C:6]([N:8]1[CH2:13][CH2:12][CH2:11][C@@H:10]([O:14][Si:15]([C:18]([CH3:21])([CH3:20])[CH3:19])([CH3:17])[CH3:16])[C@@H:9]1[CH2:22][OH:23])=[O:7])([CH3:4])([CH3:3])[CH3:2].C[N+]1([O-])CCOCC1, predict the reaction product. The product is: [C:1]([O:5][C:6]([N:8]1[CH2:13][CH2:12][CH2:11][C@@H:10]([O:14][Si:15]([C:18]([CH3:21])([CH3:20])[CH3:19])([CH3:17])[CH3:16])[C@H:9]1[CH:22]=[O:23])=[O:7])([CH3:4])([CH3:3])[CH3:2]. (9) Given the reactants [Br:1][C:2]1[CH:7]=[CH:6][C:5]([CH2:8][C:9]([NH:11][CH2:12][C@H:13]([OH:20])[C:14]2[CH:15]=[N:16][CH:17]=[CH:18][CH:19]=2)=O)=[CH:4][CH:3]=1.CO.[ClH:23], predict the reaction product. The product is: [ClH:23].[ClH:23].[Br:1][C:2]1[CH:7]=[CH:6][C:5]([CH2:8][CH2:9][NH:11][CH2:12][C@@H:13]([C:14]2[CH:15]=[N:16][CH:17]=[CH:18][CH:19]=2)[OH:20])=[CH:4][CH:3]=1. (10) Given the reactants [CH3:1][O:2][C:3]1[CH:8]=[CH:7][C:6]([N+:9]([O-])=O)=[CH:5][C:4]=1[NH:12][C:13]([NH:15][C:16]1[CH:21]=[N:20][CH:19]=[CH:18][N:17]=1)=[O:14], predict the reaction product. The product is: [NH2:9][C:6]1[CH:7]=[CH:8][C:3]([O:2][CH3:1])=[C:4]([NH:12][C:13]([NH:15][C:16]2[CH:21]=[N:20][CH:19]=[CH:18][N:17]=2)=[O:14])[CH:5]=1.